Dataset: Reaction yield outcomes from USPTO patents with 853,638 reactions. Task: Predict the reaction yield, written as a fraction of the theoretical maximum amount of product (1.0 means a 100% yield; for example, 0.34 means a 34% yield). (1) The reactants are N#N.[CH2:3]([NH:10][C:11](=[O:29])[C:12]1[CH:17]=[C:16](B2OC(C)(C)C(C)(C)O2)[CH:15]=[CH:14][C:13]=1[O:27][CH3:28])[C:4]1[CH:9]=[CH:8][CH:7]=[CH:6][CH:5]=1.Br[C:31]1[C:40]2[C:35](=[CH:36][CH:37]=[CH:38][CH:39]=2)[C:34](=[O:41])[N:33]([CH3:42])[CH:32]=1.[O-]P([O-])([O-])=O.[K+].[K+].[K+]. The catalyst is O1CCOCC1.C1C=CC(P(C2C=CC=CC=2)[C-]2C=CC=C2)=CC=1.C1C=CC(P(C2C=CC=CC=2)[C-]2C=CC=C2)=CC=1.Cl[Pd]Cl.[Fe+2]. The product is [CH2:3]([NH:10][C:11](=[O:29])[C:12]1[CH:17]=[C:16]([C:31]2[C:40]3[C:35](=[CH:36][CH:37]=[CH:38][CH:39]=3)[C:34](=[O:41])[N:33]([CH3:42])[CH:32]=2)[CH:15]=[CH:14][C:13]=1[O:27][CH3:28])[C:4]1[CH:5]=[CH:6][CH:7]=[CH:8][CH:9]=1. The yield is 0.710. (2) The reactants are [NH:1]1[CH:5]=[C:4]([C:6]2[C:7]([NH2:13])=[N:8][C:9]([NH2:12])=[CH:10][CH:11]=2)[CH:3]=[N:2]1.[H-].[Na+].[CH2:16]([O:23][C:24]1[CH:29]=[CH:28][C:27]([CH2:30]Cl)=[CH:26][N:25]=1)[C:17]1[CH:22]=[CH:21][CH:20]=[CH:19][CH:18]=1. The catalyst is CN(C)C=O. The product is [CH2:16]([O:23][C:24]1[N:25]=[CH:26][C:27]([CH2:30][N:1]2[CH:5]=[C:4]([C:6]3[C:7]([NH2:13])=[N:8][C:9]([NH2:12])=[CH:10][CH:11]=3)[CH:3]=[N:2]2)=[CH:28][CH:29]=1)[C:17]1[CH:18]=[CH:19][CH:20]=[CH:21][CH:22]=1. The yield is 0.430.